This data is from Catalyst prediction with 721,799 reactions and 888 catalyst types from USPTO. The task is: Predict which catalyst facilitates the given reaction. Reactant: [CH2:1]([O:3][C:4]([N:6]1[C:15]2[C:10](=[N:11][C:12]([O:16][CH3:17])=[CH:13][CH:14]=2)[C@@H:9]([NH:18][C:19]2[N:24]=[C:23]([CH2:25][C:26]3[CH:31]=[C:30]([C:32]([F:35])([F:34])[F:33])[CH:29]=[C:28]([C:36]([F:39])([F:38])[F:37])[CH:27]=3)[C:22]([CH2:40][CH2:41][C:42]#[N:43])=[CH:21][N:20]=2)[CH2:8][C@H:7]1[CH2:44][CH3:45])=[O:5])[CH3:2].C(=O)([O-])[O-].[Na+].[Na+].Cl.[NH2:53][OH:54]. Product: [CH2:1]([O:3][C:4]([N:6]1[C:15]2[C:10](=[N:11][C:12]([O:16][CH3:17])=[CH:13][CH:14]=2)[C@@H:9]([NH:18][C:19]2[N:24]=[C:23]([CH2:25][C:26]3[CH:27]=[C:28]([C:36]([F:39])([F:37])[F:38])[CH:29]=[C:30]([C:32]([F:33])([F:34])[F:35])[CH:31]=3)[C:22]([CH2:40][CH2:41][C:42](=[NH:43])[NH:53][OH:54])=[CH:21][N:20]=2)[CH2:8][C@H:7]1[CH2:44][CH3:45])=[O:5])[CH3:2]. The catalyst class is: 8.